This data is from Reaction yield outcomes from USPTO patents with 853,638 reactions. The task is: Predict the reaction yield, written as a fraction of the theoretical maximum amount of product (1.0 means a 100% yield; for example, 0.34 means a 34% yield). (1) The reactants are [N:1]1[CH:6]=[CH:5][CH:4]=[CH:3][C:2]=1[CH2:7][NH:8][C:9]([C:11]1[C:12]2[CH:13]=[CH:14][CH:15]=[N:16][C:17]=2[C:18]([O:33]C(C2C=CC=CC=2)C2C=CC=CC=2)=[C:19]2[C:23](=[O:24])[N:22]([CH2:25][C:26]3[CH:31]=[CH:30][C:29]([F:32])=[CH:28][CH:27]=3)[CH2:21][C:20]=12)=[O:10].C([SiH](CC)CC)C.FC(F)(F)C(O)=O. The catalyst is ClCCl. The product is [N:1]1[CH:6]=[CH:5][CH:4]=[CH:3][C:2]=1[CH2:7][NH:8][C:9]([C:11]1[C:12]2[CH:13]=[CH:14][CH:15]=[N:16][C:17]=2[C:18]([OH:33])=[C:19]2[C:23](=[O:24])[N:22]([CH2:25][C:26]3[CH:27]=[CH:28][C:29]([F:32])=[CH:30][CH:31]=3)[CH2:21][C:20]=12)=[O:10]. The yield is 0.560. (2) The reactants are [CH3:1][O:2][C:3]1[CH:12]=[C:11]2[C:6]([C:7](=O)[CH2:8][C@H:9]([C:13]3[CH:22]=[CH:21][C:16]([C:17]([O:19][CH3:20])=[O:18])=[CH:15][CH:14]=3)[O:10]2)=[CH:5][CH:4]=1.Cl.[CH3:25][O:26][NH2:27]. The catalyst is N1C=CC=CC=1. The product is [CH3:1][O:2][C:3]1[CH:4]=[C:5]2[C:6]([C:7](=[N:27][O:26][CH3:25])[CH2:8][C@H:9]([C:13]3[CH:14]=[CH:15][C:16]([C:17]([O:19][CH3:20])=[O:18])=[CH:21][CH:22]=3)[O:10]2)=[CH:11][CH:12]=1. The yield is 0.890.